From a dataset of Full USPTO retrosynthesis dataset with 1.9M reactions from patents (1976-2016). Predict the reactants needed to synthesize the given product. (1) Given the product [CH2:1]([C:3]1[N:7]=[C:6]([C:8]2[S:12][C:11]([NH:13][C:23]([CH:20]3[CH2:22][CH2:21]3)=[O:24])=[N:10][C:9]=2[C:14]2[CH:19]=[CH:18][CH:17]=[CH:16][CH:15]=2)[O:5][N:4]=1)[CH3:2], predict the reactants needed to synthesize it. The reactants are: [CH2:1]([C:3]1[N:7]=[C:6]([C:8]2[S:12][C:11]([NH2:13])=[N:10][C:9]=2[C:14]2[CH:19]=[CH:18][CH:17]=[CH:16][CH:15]=2)[O:5][N:4]=1)[CH3:2].[CH:20]1([C:23](Cl)=[O:24])[CH2:22][CH2:21]1. (2) Given the product [OH:1][C:2]1[CH:3]=[CH:4][C:5]([CH2:6][CH:7]([C:8]([O:10][CH3:11])=[O:9])[C:12]([O:14][CH3:15])=[O:13])=[CH:16][CH:17]=1, predict the reactants needed to synthesize it. The reactants are: [OH:1][C:2]1[CH:17]=[CH:16][C:5]([CH:6]=[C:7]([C:12]([O:14][CH3:15])=[O:13])[C:8]([O:10][CH3:11])=[O:9])=[CH:4][CH:3]=1. (3) Given the product [NH2:7][C@@H:8]1[CH2:13][CH2:12][C@H:11]([N:14]([CH2:39][CH3:40])[C:15]2[C:30]3[CH2:29][CH:28]=[CH:27][CH2:26][CH2:25][C:24]4[CH2:31][CH:32]([CH3:37])[NH:33][C:34](=[O:35])[C:23]=4[CH2:22][NH:21][C:20](=[O:38])[C:19]=3[CH:18]=[CH:17][CH:16]=2)[CH2:10][CH2:9]1, predict the reactants needed to synthesize it. The reactants are: C(OC(=O)[NH:7][C@H:8]1[CH2:13][CH2:12][C@@H:11]([N:14]([CH2:39][CH3:40])[C:15]2[C:30]3[CH2:29][CH:28]=[CH:27][CH2:26][CH2:25][C:24]4[CH:31]=[C:32]([CH3:37])[N:33]=[C:34]([O:35]C)[C:23]=4[CH2:22][NH:21][C:20](=[O:38])[C:19]=3[CH:18]=[CH:17][CH:16]=2)[CH2:10][CH2:9]1)(C)(C)C.Cl. (4) Given the product [CH2:24]([O:1][C:2]1[CH:11]=[C:10]2[C:5]([C:6]([C:14]3[CH:15]=[CH:16][CH:17]=[CH:18][CH:19]=3)=[CH:7][C:8]([CH3:12])([CH3:13])[O:9]2)=[CH:4][C:3]=1[C:20](=[O:22])[CH3:21])[CH3:25], predict the reactants needed to synthesize it. The reactants are: [OH:1][C:2]1[CH:11]=[C:10]2[C:5]([C:6]([C:14]3[CH:19]=[CH:18][CH:17]=[CH:16][CH:15]=3)=[CH:7][C:8]([CH3:13])([CH3:12])[O:9]2)=[CH:4][C:3]=1[C:20](=[O:22])[CH3:21].I[CH2:24][CH3:25]. (5) Given the product [CH3:1][C:2]([CH3:8])([CH:5]([CH3:7])[CH3:6])[CH2:3][CH2:4][OH:12], predict the reactants needed to synthesize it. The reactants are: [CH3:1][C:2]([CH3:8])([CH:5]([CH3:7])[CH3:6])[CH:3]=[CH2:4].C1C[O:12]CC1. (6) Given the product [Cl:1][C:2]1[CH:7]=[CH:6][C:5]([C@H:8]2[C:12]3[N:13]([CH:22]([CH3:23])[CH3:24])[C:14]([CH:16]4[CH2:17][CH2:18][O:19][CH2:20][CH2:21]4)=[N:15][C:11]=3[C:10](=[O:25])[N:9]2[C:26]2[CH:27]=[C:28]([O:36][CH3:37])[C:29]3[N:33]=[N:32][N:31]([CH3:34])[C:30]=3[CH:35]=2)=[CH:4][CH:3]=1, predict the reactants needed to synthesize it. The reactants are: [Cl:1][C:2]1[CH:7]=[CH:6][C:5]([CH:8]2[C:12]3[N:13]([CH:22]([CH3:24])[CH3:23])[C:14]([CH:16]4[CH2:21][CH2:20][O:19][CH2:18][CH2:17]4)=[N:15][C:11]=3[C:10](=[O:25])[N:9]2[C:26]2[CH:27]=[C:28]([O:36][CH3:37])[C:29]3[N:33]=[N:32][N:31]([CH3:34])[C:30]=3[CH:35]=2)=[CH:4][CH:3]=1. (7) Given the product [CH2:31]([O:30][C:28]([C:27]1[N:6]2[CH:7]=[C:8]([C:15]3[CH:20]=[CH:19][C:18]([C:21]([F:24])([F:22])[F:23])=[CH:17][CH:16]=3)[CH:9]=[C:10]([C:11]([F:12])([F:13])[F:14])[C:5]2=[N:4][CH:3]=1)=[O:29])[CH3:32], predict the reactants needed to synthesize it. The reactants are: CN(C)[CH:3]=[N:4][C:5]1[C:10]([C:11]([F:14])([F:13])[F:12])=[CH:9][C:8]([C:15]2[CH:20]=[CH:19][C:18]([C:21]([F:24])([F:23])[F:22])=[CH:17][CH:16]=2)=[CH:7][N:6]=1.Br[CH2:27][C:28]([O:30][CH2:31][CH3:32])=[O:29].CCN(C(C)C)C(C)C.C([O-])(O)=O.[Na+]. (8) Given the product [CH3:1][O:2][C:3]1[CH:4]=[C:5]([CH:9]=[CH:10][CH:11]=1)[C:6]([NH:31][C:24]1[C:25]2[C:30](=[CH:29][CH:28]=[CH:27][CH:26]=2)[C:21]([O:20][CH2:19][CH2:18][N:12]2[CH2:13][CH2:14][O:15][CH2:16][CH2:17]2)=[CH:22][CH:23]=1)=[O:8], predict the reactants needed to synthesize it. The reactants are: [CH3:1][O:2][C:3]1[CH:4]=[C:5]([CH:9]=[CH:10][CH:11]=1)[C:6]([OH:8])=O.[N:12]1([CH2:18][CH2:19][O:20][C:21]2[C:30]3[C:25](=[CH:26][CH:27]=[CH:28][CH:29]=3)[C:24]([NH2:31])=[CH:23][CH:22]=2)[CH2:17][CH2:16][O:15][CH2:14][CH2:13]1. (9) Given the product [CH:16]1([C:15]2[O:14][N:13]=[C:12]([C:19]3[CH:24]=[CH:23][CH:22]=[CH:21][C:20]=3[O:25][C:26]([F:28])([F:27])[F:29])[C:11]=2[CH2:10][O:9][CH:3]2[CH2:2][CH:1]3[N:8]([C:46]4[CH:45]=[CH:44][C:39]([C:40]([O:42][CH3:43])=[O:41])=[CH:38][C:37]=4[F:36])[CH:5]([CH2:6][CH2:7]3)[CH2:4]2)[CH2:17][CH2:18]1, predict the reactants needed to synthesize it. The reactants are: [CH:1]12[NH:8][CH:5]([CH2:6][CH2:7]1)[CH2:4][CH:3]([O:9][CH2:10][C:11]1[C:12]([C:19]3[CH:24]=[CH:23][CH:22]=[CH:21][C:20]=3[O:25][C:26]([F:29])([F:28])[F:27])=[N:13][O:14][C:15]=1[CH:16]1[CH2:18][CH2:17]1)[CH2:2]2.CC(N(C)C)=O.[F:36][C:37]1[CH:38]=[C:39]([CH:44]=[CH:45][C:46]=1F)[C:40]([O:42][CH3:43])=[O:41].C(=O)([O-])[O-].[Cs+].[Cs+]. (10) The reactants are: [CH2:1]([O:3][C:4](=[O:8])[CH2:5]C#[N:7])C.[CH:9]1([C:15](C)=[O:16])[CH2:14][CH2:13][CH2:12][CH2:11][CH2:10]1. Given the product [C:4]([O-:8])(=[O:3])[CH3:5].[NH4+:7].[CH3:1][C:12]1[CH:11]=[CH:10][C:9]([CH:15]=[O:16])=[CH:14][CH:13]=1, predict the reactants needed to synthesize it.